Dataset: Reaction yield outcomes from USPTO patents with 853,638 reactions. Task: Predict the reaction yield, written as a fraction of the theoretical maximum amount of product (1.0 means a 100% yield; for example, 0.34 means a 34% yield). (1) The reactants are [Na].Cl[C:3]1[C:8]([C:9]2[CH:14]=[CH:13][N:12]=[CH:11][CH:10]=2)=[C:7]([C:15]2[CH:20]=[CH:19][CH:18]=[C:17]([F:21])[CH:16]=2)[N:6]=[C:5]([NH2:22])[N:4]=1.[CH3:23][OH:24]. The catalyst is C(OCC)(=O)C. The product is [F:21][C:17]1[CH:16]=[C:15]([C:7]2[C:8]([C:9]3[CH:14]=[CH:13][N:12]=[CH:11][CH:10]=3)=[C:3]([O:24][CH3:23])[N:4]=[C:5]([NH2:22])[N:6]=2)[CH:20]=[CH:19][CH:18]=1. The yield is 0.320. (2) The reactants are [CH3:1][S:2]([C:5]1[CH:6]=[C:7]([S:11]([N:14]2[C:18]([C:19]3[CH:24]=[CH:23][CH:22]=[CH:21][CH:20]=3)=[CH:17][C:16]([CH:25]=O)=[CH:15]2)(=[O:13])=[O:12])[CH:8]=[CH:9][CH:10]=1)(=[O:4])=[O:3].CO.[CH3:29][NH2:30].[BH4-].[Na+].[ClH:33].C(=O)([O-])O.[Na+]. The catalyst is CO. The product is [ClH:33].[CH3:29][NH:30][CH2:25][C:16]1[CH:17]=[C:18]([C:19]2[CH:24]=[CH:23][CH:22]=[CH:21][CH:20]=2)[N:14]([S:11]([C:7]2[CH:8]=[CH:9][CH:10]=[C:5]([S:2]([CH3:1])(=[O:4])=[O:3])[CH:6]=2)(=[O:13])=[O:12])[CH:15]=1. The yield is 0.830. (3) No catalyst specified. The product is [CH3:1][O:2][C:3](=[O:34])[C:4]1[CH:9]=[CH:8][C:7]([CH2:10][N:11]2[CH:15]=[C:14]([C:16]3[CH:21]=[CH:20][C:19]([Cl:22])=[CH:18][C:17]=3[Cl:23])[N:13]=[C:12]2[CH2:24][CH2:25][CH2:26][C:27]2[CH:32]=[CH:31][C:30]([C:43]3[CH:42]=[CH:41][CH:40]=[C:39]([S:36]([CH3:35])(=[O:38])=[O:37])[CH:44]=3)=[CH:29][CH:28]=2)=[CH:6][CH:5]=1. The yield is 0.310. The reactants are [CH3:1][O:2][C:3](=[O:34])[C:4]1[CH:9]=[CH:8][C:7]([CH2:10][N:11]2[CH:15]=[C:14]([C:16]3[CH:21]=[CH:20][C:19]([Cl:22])=[CH:18][C:17]=3[Cl:23])[N:13]=[C:12]2[CH2:24][CH2:25][CH2:26][C:27]2[CH:32]=[CH:31][C:30](I)=[CH:29][CH:28]=2)=[CH:6][CH:5]=1.[CH3:35][S:36]([C:39]1[CH:40]=[C:41](B(O)O)[CH:42]=[CH:43][CH:44]=1)(=[O:38])=[O:37]. (4) The reactants are [CH:1]1([N:7]2[C:12]([OH:13])=[C:11]([C:14]([NH:16][CH2:17][C:18]([O:20]CC)=[O:19])=[O:15])[C:10](=[O:23])[NH:9][C:8]2=[O:24])[CH2:6][CH2:5][CH2:4][CH2:3][CH2:2]1.C(=O)([O-])[O-].[K+].[K+].[F:31][C:32]1[CH:39]=[CH:38][CH:37]=[CH:36][C:33]=1[CH2:34]Br.Cl. The catalyst is CN(C)C=O. The product is [CH:1]1([N:7]2[C:12]([OH:13])=[C:11]([C:14]([NH:16][CH2:17][C:18]([OH:20])=[O:19])=[O:15])[C:10](=[O:23])[N:9]([CH2:34][C:33]3[CH:36]=[CH:37][CH:38]=[CH:39][C:32]=3[F:31])[C:8]2=[O:24])[CH2:2][CH2:3][CH2:4][CH2:5][CH2:6]1. The yield is 0.390. (5) The reactants are [Cl:1][C:2]1[CH:3]=[C:4]2[C:12](=[C:13]([NH:15][C:16]([C@H:18]3[N:23]([CH2:24][C:25](O)=[O:26])[CH2:22][C:21]([CH3:29])([CH3:28])[O:20][CH2:19]3)=[O:17])[CH:14]=1)[NH:11][C:10]1[CH:9]=[N:8][CH:7]=[CH:6][C:5]2=1.[NH:30]1[CH2:35][CH2:34][O:33][CH2:32][CH2:31]1.C([O-])(=O)C.[NH4+]. No catalyst specified. The product is [Cl:1][C:2]1[CH:3]=[C:4]2[C:12](=[C:13]([NH:15][C:16]([C@@H:18]3[CH2:19][O:20][C:21]([CH3:29])([CH3:28])[CH2:22][N:23]3[CH2:24][C:25]([N:30]3[CH2:35][CH2:34][O:33][CH2:32][CH2:31]3)=[O:26])=[O:17])[CH:14]=1)[NH:11][C:10]1[CH:9]=[N:8][CH:7]=[CH:6][C:5]2=1. The yield is 0.860. (6) The reactants are [F:1][C:2]([F:18])([F:17])[C:3]1[C:12]2[C:7](=[CH:8][CH:9]=[C:10]([N+:13]([O-])=O)[CH:11]=2)[NH:6][C:5](=[O:16])[CH:4]=1.[F-].[Cs+].I[CH:22]([CH3:24])[CH3:23]. The catalyst is CN(C=O)C. The product is [NH2:13][C:10]1[CH:11]=[C:12]2[C:7](=[CH:8][CH:9]=1)[N:6]=[C:5]([O:16][CH:22]([CH3:24])[CH3:23])[CH:4]=[C:3]2[C:2]([F:18])([F:17])[F:1]. The yield is 0.900. (7) The reactants are [C:1]([CH2:3][C:4]([N:6]([CH:18]1[CH2:20][CH2:19]1)[C:7]([NH:9][C:10]1[CH:15]=[CH:14][C:13]([I:16])=[CH:12][C:11]=1[F:17])=[O:8])=[O:5])#[N:2].[OH-].[Na+]. The catalyst is O. The product is [NH2:2][C:1]1[N:9]([C:10]2[CH:15]=[CH:14][C:13]([I:16])=[CH:12][C:11]=2[F:17])[C:7](=[O:8])[N:6]([CH:18]2[CH2:19][CH2:20]2)[C:4](=[O:5])[CH:3]=1. The yield is 0.880. (8) The reactants are FC(F)(F)S(O[C:7]1[C:11]2[C:12]([CH3:19])=[C:13]([Br:18])[C:14]([CH3:17])=[C:15]([CH3:16])[C:10]=2[O:9][CH:8]=1)(=O)=O.[CH2:22]([C:24]1[CH:29]=[CH:28][C:27](B(O)O)=[CH:26][CH:25]=1)[CH3:23].C(=O)([O-])[O-].[Na+].[Na+].C(O)C. The catalyst is C1C=CC([P]([Pd]([P](C2C=CC=CC=2)(C2C=CC=CC=2)C2C=CC=CC=2)([P](C2C=CC=CC=2)(C2C=CC=CC=2)C2C=CC=CC=2)[P](C2C=CC=CC=2)(C2C=CC=CC=2)C2C=CC=CC=2)(C2C=CC=CC=2)C2C=CC=CC=2)=CC=1.O.C1(C)C=CC=CC=1. The product is [Br:18][C:13]1[C:14]([CH3:17])=[C:15]([CH3:16])[C:10]2[O:9][CH:8]=[C:7]([C:27]3[CH:28]=[CH:29][C:24]([CH2:22][CH3:23])=[CH:25][CH:26]=3)[C:11]=2[C:12]=1[CH3:19]. The yield is 0.920. (9) The reactants are C([O:3][C:4]([C:6]1[N:7]([CH2:15][C:16]#[N:17])[C:8]2[C:13]([CH:14]=1)=[CH:12][CH:11]=[CH:10][CH:9]=2)=[O:5])C.O[Li].O. The catalyst is C1COCC1.O. The product is [C:16]([CH2:15][N:7]1[C:8]2[C:13](=[CH:12][CH:11]=[CH:10][CH:9]=2)[CH:14]=[C:6]1[C:4]([OH:5])=[O:3])#[N:17]. The yield is 0.700.